Dataset: Forward reaction prediction with 1.9M reactions from USPTO patents (1976-2016). Task: Predict the product of the given reaction. (1) Given the reactants [Br:1][C:2]1[CH:3]=[C:4]2[C:9](=[CH:10][CH:11]=1)[NH:8][C:7](=[O:12])[CH:6]=[C:5]2[OH:13].C(O[I:18]([C:23]1[CH:28]=[CH:27][CH:26]=[CH:25][CH:24]=1)OC(=O)C)(=O)C.[F:29][C:30]([F:36])([F:35])[S:31]([OH:34])(=[O:33])=[O:32], predict the reaction product. The product is: [F:29][C:30]([F:36])([F:35])[S:31]([O-:34])(=[O:33])=[O:32].[Br:1][C:2]1[CH:3]=[C:4]2[C:9](=[CH:10][CH:11]=1)[NH:8][C:7](=[O:12])[C:6]([I+:18][C:23]1[CH:28]=[CH:27][CH:26]=[CH:25][CH:24]=1)=[C:5]2[OH:13]. (2) Given the reactants C1CCCCC1.C1(O)CCCCC1.C1(=O)CCCCC1.C1(=O)NC(=O)C2=CC=CC=C12.C1([O:38][N:39]2[C:43](=[O:44])[C:42]3=[CH:45][CH:46]=[CH:47][CH:48]=[C:41]3[C:40]2=[O:49])CCCCC1.C(O)(=O)C1C(=CC=CC=1)C(O)=O, predict the reaction product. The product is: [OH:38][N:39]1[C:40](=[O:49])[C:41]2=[CH:48][CH:47]=[CH:46][CH:45]=[C:42]2[C:43]1=[O:44]. (3) Given the reactants [F:1][C:2]1[CH:3]=[C:4]([OH:8])[CH:5]=[CH:6][CH:7]=1.Br[C:10]12[CH2:19][CH:14]3[CH2:15][CH:16]([CH2:18][CH:12]([CH2:13]3)[CH2:11]1)[CH2:17]2, predict the reaction product. The product is: [C:10]12([C:7]3[CH:6]=[CH:5][C:4]([OH:8])=[CH:3][C:2]=3[F:1])[CH2:19][CH:14]3[CH2:15][CH:16]([CH2:18][CH:12]([CH2:13]3)[CH2:11]1)[CH2:17]2. (4) Given the reactants [H-].[Na+].[CH2:3]([N:6]([CH3:11])[CH2:7][C@H:8]([OH:10])[CH3:9])[CH:4]=[CH2:5].F[C:13]1[CH:22]=[CH:21][CH:20]=[C:19]2[C:14]=1[C:15]([NH:23][C:24]1[CH:29]=[CH:28][C:27]([O:30][C:31]3[CH:32]=[N:33][C:34]([CH3:37])=[CH:35][CH:36]=3)=[C:26]([CH3:38])[CH:25]=1)=[N:16][CH:17]=[N:18]2, predict the reaction product. The product is: [CH2:3]([N:6]([CH3:11])[CH2:7][C@@H:8]([CH3:9])[O:10][C:13]1[CH:22]=[CH:21][CH:20]=[C:19]2[C:14]=1[C:15]([NH:23][C:24]1[CH:29]=[CH:28][C:27]([O:30][C:31]3[CH:32]=[N:33][C:34]([CH3:37])=[CH:35][CH:36]=3)=[C:26]([CH3:38])[CH:25]=1)=[N:16][CH:17]=[N:18]2)[CH:4]=[CH2:5].